Dataset: NCI-60 drug combinations with 297,098 pairs across 59 cell lines. Task: Regression. Given two drug SMILES strings and cell line genomic features, predict the synergy score measuring deviation from expected non-interaction effect. (1) Drug 1: C1CN1C2=NC(=NC(=N2)N3CC3)N4CC4. Drug 2: CC12CCC3C(C1CCC2=O)CC(=C)C4=CC(=O)C=CC34C. Cell line: NCI-H322M. Synergy scores: CSS=0.211, Synergy_ZIP=-0.368, Synergy_Bliss=-1.11, Synergy_Loewe=-1.83, Synergy_HSA=-2.28. (2) Drug 1: CC(CN1CC(=O)NC(=O)C1)N2CC(=O)NC(=O)C2. Drug 2: CCC1(C2=C(COC1=O)C(=O)N3CC4=CC5=C(C=CC(=C5CN(C)C)O)N=C4C3=C2)O.Cl. Synergy scores: CSS=15.8, Synergy_ZIP=-4.28, Synergy_Bliss=-1.06, Synergy_Loewe=-13.7, Synergy_HSA=-0.419. Cell line: SF-268. (3) Cell line: HOP-92. Drug 2: CN(CCCl)CCCl.Cl. Synergy scores: CSS=9.28, Synergy_ZIP=-6.32, Synergy_Bliss=-3.95, Synergy_Loewe=-26.9, Synergy_HSA=-4.65. Drug 1: CN(C)C1=NC(=NC(=N1)N(C)C)N(C)C.